Dataset: Peptide-MHC class II binding affinity with 134,281 pairs from IEDB. Task: Regression. Given a peptide amino acid sequence and an MHC pseudo amino acid sequence, predict their binding affinity value. This is MHC class II binding data. The peptide sequence is LVWMACHSAAFEDLR. The binding affinity (normalized) is 0.372. The MHC is DRB5_0101 with pseudo-sequence DRB5_0101.